The task is: Predict the product of the given reaction.. This data is from Forward reaction prediction with 1.9M reactions from USPTO patents (1976-2016). (1) Given the reactants C[O:2][C:3]1[CH:8]=[CH:7][C:6]([C:9]([C:11]2[CH:16]=[CH:15][CH:14]=[C:13]([CH3:17])[CH:12]=2)=[O:10])=[CH:5][CH:4]=1.B(Br)(Br)Br.ClCCl.O, predict the reaction product. The product is: [OH:2][C:3]1[CH:4]=[CH:5][C:6]([C:9]([C:11]2[CH:16]=[CH:15][CH:14]=[C:13]([CH3:17])[CH:12]=2)=[O:10])=[CH:7][CH:8]=1. (2) The product is: [CH3:1][N:2]1[C:6]2[CH:7]=[CH:8][C:9]([B:11]3[O:12][C:13]([CH3:19])([CH3:18])[C:14]([CH3:16])([CH3:17])[O:15]3)=[CH:10][C:5]=2[N:4]([CH3:23])[C:3]1=[O:20]. Given the reactants [CH3:1][N:2]1[C:6]2[CH:7]=[CH:8][C:9]([B:11]3[O:15][C:14]([CH3:17])([CH3:16])[C:13]([CH3:19])([CH3:18])[O:12]3)=[CH:10][C:5]=2[NH:4][C:3]1=[O:20].IC.[C:23]([O-])([O-])=O.[K+].[K+], predict the reaction product. (3) Given the reactants [F:1][C:2]([F:21])([F:20])[C:3]1[CH:19]=[CH:18][C:6]([CH2:7][O:8][CH2:9][C:10]2[O:14][N:13]=[C:12]([C:15]([OH:17])=O)[CH:11]=2)=[CH:5][CH:4]=1.Cl.[O:23]1[CH2:27][CH2:26][CH:25]([CH2:28][NH2:29])[CH2:24]1.C(N(CC)CC)C.ON1C2C=CC=CC=2N=N1.Cl.C(N=C=NCCCN(C)C)C, predict the reaction product. The product is: [O:23]1[CH2:27][CH2:26][CH:25]([CH2:28][NH:29][C:15]([C:12]2[CH:11]=[C:10]([CH2:9][O:8][CH2:7][C:6]3[CH:5]=[CH:4][C:3]([C:2]([F:1])([F:21])[F:20])=[CH:19][CH:18]=3)[O:14][N:13]=2)=[O:17])[CH2:24]1. (4) Given the reactants Br[CH2:2][C:3]1[N:7]([CH3:8])[N:6]([C:9]2[CH:14]=[CH:13][C:12]([Cl:15])=[CH:11][CH:10]=2)[C:5](=[O:16])[C:4]=1[Cl:17].[Cl:18][C:19]1[CH:20]=[CH:21][C:22]([CH3:31])=[C:23]([N:25]2[CH2:30][CH2:29][NH:28][CH2:27][CH2:26]2)[CH:24]=1.[C:32]([O-])([O-])=O.[K+].[K+], predict the reaction product. The product is: [Cl:17][C:4]1[C:5](=[O:16])[N:6]([C:9]2[CH:14]=[CH:13][C:12]([Cl:15])=[CH:11][CH:10]=2)[N:7]([CH2:8][CH3:32])[C:3]=1[CH2:2][N:28]1[CH2:27][CH2:26][N:25]([C:23]2[CH:24]=[C:19]([Cl:18])[CH:20]=[CH:21][C:22]=2[CH3:31])[CH2:30][CH2:29]1. (5) Given the reactants Cl[C:2]1[N:11]=[CH:10][C:9]2[N:8]([CH2:12][C:13]3[CH:18]=[CH:17][C:16]([S:19]([CH3:22])(=[O:21])=[O:20])=[CH:15][CH:14]=3)[CH2:7][CH:6]3[CH2:23][O:24][CH2:25][CH2:26][N:5]3[C:4]=2[N:3]=1.CC1(C)C(C)(C)OB([C:35]2[CH:43]=[CH:42][CH:41]=[C:40]3[C:36]=2[CH:37]=[CH:38][NH:39]3)O1, predict the reaction product. The product is: [NH:39]1[C:40]2[C:36](=[C:35]([C:2]3[N:11]=[CH:10][C:9]4[N:8]([CH2:12][C:13]5[CH:18]=[CH:17][C:16]([S:19]([CH3:22])(=[O:21])=[O:20])=[CH:15][CH:14]=5)[CH2:7][CH:6]5[CH2:23][O:24][CH2:25][CH2:26][N:5]5[C:4]=4[N:3]=3)[CH:43]=[CH:42][CH:41]=2)[CH:37]=[CH:38]1. (6) Given the reactants [C:1]([O:5][C:6]([NH:8][C:9]1[CH:14]=[CH:13][CH:12]=[C:11]([CH3:15])[N:10]=1)=[O:7])([CH3:4])([CH3:3])[CH3:2].[H-].[Na+].[CH3:18]I, predict the reaction product. The product is: [C:1]([O:5][C:6]([N:8]([CH3:18])[C:9]1[CH:14]=[CH:13][CH:12]=[C:11]([CH3:15])[N:10]=1)=[O:7])([CH3:4])([CH3:3])[CH3:2].